From a dataset of Forward reaction prediction with 1.9M reactions from USPTO patents (1976-2016). Predict the product of the given reaction. (1) Given the reactants [Cl:1][C:2]1[N:6]=[C:5]([C:7]2[CH:12]=[CH:11][CH:10]=[CH:9][CH:8]=2)[N:4]([CH3:13])[C:3]=1[CH:14]=[O:15].CO[C:18]1C=C(C)C=C[C:19]=1C(=O)CC, predict the reaction product. The product is: [Cl:1][C:2]1[N:6]=[C:5]([C:7]2[CH:12]=[CH:11][CH:10]=[CH:9][CH:8]=2)[N:4]([CH3:13])[C:3]=1[C:14](=[O:15])[CH2:18][CH3:19]. (2) The product is: [Br:1][C:2]1[N:7]=[C:6]([C:8]([Cl:24])=[O:9])[C:5]([O:11][CH2:12][C:13]2[CH:18]=[CH:17][CH:16]=[CH:15][CH:14]=2)=[C:4]([O:19][CH3:20])[CH:3]=1. Given the reactants [Br:1][C:2]1[N:7]=[C:6]([C:8](O)=[O:9])[C:5]([O:11][CH2:12][C:13]2[CH:18]=[CH:17][CH:16]=[CH:15][CH:14]=2)=[C:4]([O:19][CH3:20])[CH:3]=1.C(Cl)(=O)C([Cl:24])=O, predict the reaction product.